From a dataset of Catalyst prediction with 721,799 reactions and 888 catalyst types from USPTO. Predict which catalyst facilitates the given reaction. (1) Reactant: Cl[C:2]1[N:7]=[N:6][C:5]([C:8]([O:10][CH3:11])=[O:9])=[CH:4][CH:3]=1.CC1(C)C(C)(C)OB([C:20]2[N:25]=[C:24]([C:26]#[N:27])[CH:23]=[CH:22][CH:21]=2)O1.C([O-])([O-])=O.[K+].[K+]. Product: [C:26]([C:24]1[N:25]=[C:20]([C:2]2[N:7]=[N:6][C:5]([C:8]([O:10][CH3:11])=[O:9])=[CH:4][CH:3]=2)[CH:21]=[CH:22][CH:23]=1)#[N:27]. The catalyst class is: 128. (2) Reactant: Cl.[NH2:2][C:3]([CH3:9])([CH3:8])[C:4]#[C:5][CH2:6][OH:7].C(N(CC)CC)C.N1C=CN=C1.[Si:22](Cl)([C:25]([CH3:28])([CH3:27])[CH3:26])([CH3:24])[CH3:23]. Product: [NH2:2][C:3]([CH3:9])([CH3:8])[C:4]#[C:5][CH2:6][O:7][Si:22]([C:25]([CH3:28])([CH3:27])[CH3:26])([CH3:24])[CH3:23]. The catalyst class is: 18. (3) Reactant: [C:1]([O:5][C:6](=[O:9])[CH2:7][NH2:8])([CH3:4])([CH3:3])[CH3:2].[CH3:10][CH2:11][C:12](=O)[CH2:13][CH3:14]. Product: [C:1]([O:5][C:6](=[O:9])[CH2:7][N:8]=[C:12]([CH2:13][CH3:14])[CH2:11][CH3:10])([CH3:4])([CH3:3])[CH3:2]. The catalyst class is: 8. (4) Reactant: [B-](F)(F)(F)F.[B-](F)(F)(F)F.C1[N+]2(CCl)CC[N+]([F:21])(CC2)C1.[CH3:22][O:23][C:24]([C:26]1[C:31]([Br:32])=[C:30]([NH:33][CH2:34][C:35]2[CH:40]=[CH:39][CH:38]=[CH:37][C:36]=2[N+:41]([O-:43])=[O:42])[CH:29]=[C:28]([Cl:44])[N:27]=1)=[O:25]. Product: [CH3:22][O:23][C:24]([C:26]1[C:31]([Br:32])=[C:30]([NH:33][CH2:34][C:35]2[CH:40]=[CH:39][CH:38]=[CH:37][C:36]=2[N+:41]([O-:43])=[O:42])[C:29]([F:21])=[C:28]([Cl:44])[N:27]=1)=[O:25]. The catalyst class is: 10. (5) Reactant: [F:1][C:2]1[CH:24]=[CH:23][C:5]([CH2:6][N:7]2[C:11]3=[N:12][CH:13]=[C:14]([S:16]([CH3:19])(=[O:18])=[O:17])[N:15]=[C:10]3[CH:9]=[C:8]2[C:20](=[S:22])[NH2:21])=[CH:4][CH:3]=1.CO[CH:27](OC)[CH2:28]Br.C1(C)C=CC(S(O)(=O)=O)=CC=1. Product: [F:1][C:2]1[CH:24]=[CH:23][C:5]([CH2:6][N:7]2[C:11]3=[N:12][CH:13]=[C:14]([S:16]([CH3:19])(=[O:17])=[O:18])[N:15]=[C:10]3[CH:9]=[C:8]2[C:20]2[S:22][CH:27]=[CH:28][N:21]=2)=[CH:4][CH:3]=1. The catalyst class is: 15.